From a dataset of Forward reaction prediction with 1.9M reactions from USPTO patents (1976-2016). Predict the product of the given reaction. (1) Given the reactants C[O:2]C(=O)CCl.[H-].[Na+].[O:9]1[C:13]2([CH2:18][CH2:17][CH:16]([NH:19][CH2:20][CH2:21][OH:22])[CH2:15][CH2:14]2)[O:12][CH2:11][CH2:10]1.[C:23]1([CH3:29])C=CC=CC=1, predict the reaction product. The product is: [O:9]1[C:13]2([CH2:18][CH2:17][CH:16]([N:19]3[CH2:29][CH2:23][O:22][CH2:21][C:20]3=[O:2])[CH2:15][CH2:14]2)[O:12][CH2:11][CH2:10]1. (2) The product is: [CH3:1][N:2]([CH2:13][C:14]1[N:18]([CH2:19][C@H:20]2[CH2:25][CH2:24][CH2:23][N:22]([C:26](=[NH:27])[NH2:35])[CH2:21]2)[C:17]2[CH:43]=[CH:44][CH:45]=[CH:46][C:16]=2[N:15]=1)[C@@H:3]1[C:12]2[N:11]=[CH:10][CH:9]=[CH:8][C:7]=2[CH2:6][CH2:5][CH2:4]1. Given the reactants [CH3:1][N:2]([CH2:13][C:14]1[N:18]([CH2:19][C@H:20]2[CH2:25][CH2:24][CH2:23][N:22](/[C:26](/[NH:35]C(=O)OC(C)(C)C)=[N:27]/C(=O)OC(C)(C)C)[CH2:21]2)[C:17]2[CH:43]=[CH:44][CH:45]=[CH:46][C:16]=2[N:15]=1)[C@@H:3]1[C:12]2[N:11]=[CH:10][CH:9]=[CH:8][C:7]=2[CH2:6][CH2:5][CH2:4]1.N1CC(CN2C3C=CC=CC=3N=C2CN(C)C2C3N=CC=CC=3CCC2)C1, predict the reaction product. (3) Given the reactants [NH:1]1[CH2:5][CH2:4][CH2:3][C:2]1=[O:6].[CH:7]1([C:10]2[CH:11]=[C:12]([CH3:31])[C:13]([N:16]3[CH2:21][CH2:20][N:19]([C:22]([C:24]4[CH:29]=[CH:28][C:27](I)=[CH:26][CH:25]=4)=[O:23])[CH2:18][CH2:17]3)=[N:14][CH:15]=2)[CH2:9][CH2:8]1, predict the reaction product. The product is: [CH:7]1([C:10]2[CH:11]=[C:12]([CH3:31])[C:13]([N:16]3[CH2:21][CH2:20][N:19]([C:22]([C:24]4[CH:29]=[CH:28][C:27]([N:1]5[CH2:5][CH2:4][CH2:3][C:2]5=[O:6])=[CH:26][CH:25]=4)=[O:23])[CH2:18][CH2:17]3)=[N:14][CH:15]=2)[CH2:8][CH2:9]1. (4) Given the reactants Cl[C:2]1[NH:7][C:6](=[O:8])[C:5]2[CH:9]=[N:10][N:11]([CH3:12])[C:4]=2[CH:3]=1.[F:13][C:14]([F:25])([F:24])[C:15]1[CH:20]=[CH:19][C:18](B(O)O)=[CH:17][CH:16]=1.C(=O)([O-])[O-].[Na+].[Na+], predict the reaction product. The product is: [CH3:12][N:11]1[C:4]2[CH:3]=[C:2]([C:18]3[CH:19]=[CH:20][C:15]([C:14]([F:25])([F:24])[F:13])=[CH:16][CH:17]=3)[NH:7][C:6](=[O:8])[C:5]=2[CH:9]=[N:10]1. (5) Given the reactants [Li+].[OH-].[Br:3][C:4]1[CH:33]=[CH:32][C:7]([CH2:8][CH2:9][NH:10][CH2:11][C:12]2[C:13]([C:27]3[CH:31]=[CH:30][S:29][CH:28]=3)=[N:14][C:15]3[C:20]([CH:21]=2)=[CH:19][CH:18]=[C:17]([C:22]([O:24]CC)=[O:23])[CH:16]=3)=[CH:6][CH:5]=1.Cl, predict the reaction product. The product is: [Br:3][C:4]1[CH:5]=[CH:6][C:7]([CH2:8][CH2:9][NH:10][CH2:11][C:12]2[C:13]([C:27]3[CH:31]=[CH:30][S:29][CH:28]=3)=[N:14][C:15]3[C:20]([CH:21]=2)=[CH:19][CH:18]=[C:17]([C:22]([OH:24])=[O:23])[CH:16]=3)=[CH:32][CH:33]=1. (6) Given the reactants [OH-].[K+].[CH3:3][O:4][C:5]([C:7]1([C:10]([O:12]C)=[O:11])[CH2:9][CH2:8]1)=[O:6], predict the reaction product. The product is: [CH3:3][O:4][C:5]([C:7]1([C:10]([OH:12])=[O:11])[CH2:9][CH2:8]1)=[O:6]. (7) Given the reactants [NH2:1][C:2]1[CH:3]=[N:4][C:5]([C:8]([OH:10])=[O:9])=[CH:6][CH:7]=1.Cl.[CH2:12](O)[CH3:13], predict the reaction product. The product is: [NH2:1][C:2]1[CH:3]=[N:4][C:5]([C:8]([O:10][CH2:12][CH3:13])=[O:9])=[CH:6][CH:7]=1. (8) Given the reactants [CH3:1][O:2][C:3](=[O:38])[CH2:4][C@H:5]1[C:9]2[CH:10]=[CH:11][C:12]([O:14][C@H:15]3[C:23]4[C:18](=[C:19]([O:25][C:26]5[CH:31]=[CH:30][C:29]([C:32]6[CH2:33][CH2:34][O:35][CH2:36][CH:37]=6)=[CH:28][CH:27]=5)[CH:20]=[CH:21][C:22]=4[F:24])[CH2:17][CH2:16]3)=[CH:13][C:8]=2[O:7][CH2:6]1.C(N(CC)CC)C, predict the reaction product. The product is: [CH3:1][O:2][C:3](=[O:38])[CH2:4][C@H:5]1[C:9]2[CH:10]=[CH:11][C:12]([O:14][C@H:15]3[C:23]4[C:18](=[C:19]([O:25][C:26]5[CH:31]=[CH:30][C:29]([CH:32]6[CH2:33][CH2:34][O:35][CH2:36][CH2:37]6)=[CH:28][CH:27]=5)[CH:20]=[CH:21][C:22]=4[F:24])[CH2:17][CH2:16]3)=[CH:13][C:8]=2[O:7][CH2:6]1.